Dataset: Peptide-MHC class I binding affinity with 185,985 pairs from IEDB/IMGT. Task: Regression. Given a peptide amino acid sequence and an MHC pseudo amino acid sequence, predict their binding affinity value. This is MHC class I binding data. The peptide sequence is FQEALKKSL. The MHC is HLA-A02:11 with pseudo-sequence HLA-A02:11. The binding affinity (normalized) is 0.0847.